From a dataset of Catalyst prediction with 721,799 reactions and 888 catalyst types from USPTO. Predict which catalyst facilitates the given reaction. (1) Reactant: BrC1C=CC=C(C#C)C=1.[NH2:10][C:11]1[N:15]([CH3:16])[C:14](=[O:17])[C:13]([C:28]2[CH:33]=[CH:32][CH:31]=[C:30]([Br:34])[CH:29]=2)([C:18]2[CH:23]=[CH:22][C:21]([O:24][CH:25]([F:27])[F:26])=[CH:20][CH:19]=2)[N:12]=1. Product: [NH2:10][C:11]1[N:15]([CH3:16])[C:14](=[O:17])[C@:13]([C:28]2[CH:33]=[CH:32][CH:31]=[C:30]([Br:34])[CH:29]=2)([C:18]2[CH:23]=[CH:22][C:21]([O:24][CH:25]([F:27])[F:26])=[CH:20][CH:19]=2)[N:12]=1. The catalyst class is: 5. (2) Reactant: Cl[C:2]1[N:11]=[C:10]([NH:12][CH2:13][CH:14]([C:20]2[CH:21]=[N:22][CH:23]=[CH:24][CH:25]=2)[C:15]2[NH:16][CH:17]=[CH:18][CH:19]=2)[C:9]2[C:4](=[CH:5][CH:6]=[CH:7][CH:8]=2)[N:3]=1.[CH3:26][N:27]([CH3:37])[C:28]1[CH:33]=[CH:32][C:31](B(O)O)=[CH:30][CH:29]=1.C1(C(C2C=CC=CN=2)CNC2C3C(=CC=CC=3)N=C(C3C=CC(NS(C)(=O)=O)=CC=3)N=2)C=CC=CC=1. Product: [CH3:26][N:27]([CH3:37])[C:28]1[CH:33]=[CH:32][C:31]([C:2]2[N:11]=[C:10]([NH:12][CH2:13][CH:14]([C:20]3[CH:21]=[N:22][CH:23]=[CH:24][CH:25]=3)[C:15]3[NH:16][CH:17]=[CH:18][CH:19]=3)[C:9]3[C:4](=[CH:5][CH:6]=[CH:7][CH:8]=3)[N:3]=2)=[CH:30][CH:29]=1. The catalyst class is: 147. (3) Reactant: [NH:1]1[CH:5]=[C:4]([C:6]2[CH:11]=[CH:10][N:9]=[C:8]3[N:12]([CH2:15][O:16][CH2:17][CH2:18][Si:19]([CH3:22])([CH3:21])[CH3:20])[CH:13]=[CH:14][C:7]=23)[CH:3]=[N:2]1.[C:23]([CH:25]=[C:26]1[CH2:29][N:28]([C:30]([O:32][C:33]([CH3:36])([CH3:35])[CH3:34])=[O:31])[CH2:27]1)#[N:24].N12CCCN=C1CCCCC2. Product: [C:23]([CH2:25][C:26]1([N:1]2[CH:5]=[C:4]([C:6]3[CH:11]=[CH:10][N:9]=[C:8]4[N:12]([CH2:15][O:16][CH2:17][CH2:18][Si:19]([CH3:22])([CH3:21])[CH3:20])[CH:13]=[CH:14][C:7]=34)[CH:3]=[N:2]2)[CH2:29][N:28]([C:30]([O:32][C:33]([CH3:36])([CH3:35])[CH3:34])=[O:31])[CH2:27]1)#[N:24]. The catalyst class is: 10. (4) Reactant: [CH3:1][C:2]1([CH3:17])[CH2:6][CH2:5][N:4]([C:7]2[C:11]([N+:12]([O-])=O)=[CH:10][N:9]([CH3:15])[N:8]=2)[C:3]1=[O:16].C1COCC1. The catalyst class is: 352. Product: [NH2:12][C:11]1[C:7]([N:4]2[CH2:5][CH2:6][C:2]([CH3:1])([CH3:17])[C:3]2=[O:16])=[N:8][N:9]([CH3:15])[CH:10]=1. (5) Reactant: [C:1]1([C:7]2[NH:8][CH:9]=[CH:10][N:11]=2)[CH:6]=[CH:5][CH:4]=[CH:3][CH:2]=1.Br[C:13]1[CH:18]=[CH:17][CH:16]=[CH:15][C:14]=1Br.C(=O)([O-])[O-].[Cs+].[Cs+].CC1(C)C2C(=C(P(C3C=CC=CC=3)C3C=CC=CC=3)C=CC=2)OC2C(P(C3C=CC=CC=3)C3C=CC=CC=3)=CC=CC1=2. Product: [N:11]1[CH:10]=[CH:9][N:8]2[C:7]=1[C:1]1[CH:2]=[CH:3][CH:4]=[CH:5][C:6]=1[C:18]1[CH:17]=[CH:16][CH:15]=[CH:14][C:13]2=1. The catalyst class is: 128. (6) Reactant: C1COCC1.[CH3:6][O:7][C:8]1[C@:15]2([CH2:18][CH:19]=[C:20]([CH3:22])[CH3:21])[C:16](=[O:17])[C@@H:11]([C@:12]([CH3:42])([CH2:28][CH2:29][CH2:30][C:31]([CH3:41])([O:33][Si:34]([CH2:39][CH3:40])([CH2:37][CH3:38])[CH2:35][CH3:36])[CH3:32])[C@@H:13]([CH2:23][CH:24]=[C:25]([CH3:27])[CH3:26])[CH2:14]2)[C:10](=[O:43])[CH:9]=1.Cl[Si:45]([CH3:48])([CH3:47])[CH3:46].[Li]N1C(C)(C)CCCC1(C)C. Product: [CH3:6][O:7][C:8]1[C@:15]2([CH2:18][CH:19]=[C:20]([CH3:22])[CH3:21])[C:16](=[O:17])[C@@H:11]([C@:12]([CH3:42])([CH2:28][CH2:29][CH2:30][C:31]([CH3:41])([O:33][Si:34]([CH2:37][CH3:38])([CH2:35][CH3:36])[CH2:39][CH3:40])[CH3:32])[C@@H:13]([CH2:23][CH:24]=[C:25]([CH3:27])[CH3:26])[CH2:14]2)[C:10](=[O:43])[C:9]=1[Si:45]([CH3:48])([CH3:47])[CH3:46]. The catalyst class is: 521. (7) Reactant: [CH:1]1([S:4][C:5]2[CH:12]=[CH:11][CH:10]=[CH:9][C:6]=2[C:7]#[N:8])[CH2:3][CH2:2]1.[ClH:13]. Product: [ClH:13].[CH:1]1([S:4][C:5]2[CH:12]=[CH:11][CH:10]=[CH:9][C:6]=2[CH2:7][NH2:8])[CH2:3][CH2:2]1. The catalyst class is: 1.